This data is from Catalyst prediction with 721,799 reactions and 888 catalyst types from USPTO. The task is: Predict which catalyst facilitates the given reaction. (1) Reactant: [Cl:1][C:2]1[CH:3]=[C:4]([S:9]([N:12]([CH2:22][P:23](=[O:30])([O:27][CH2:28][CH3:29])[O:24][CH2:25][CH3:26])[C:13]2[CH:14]=[C:15]3[C:19](=[CH:20][CH:21]=2)[NH:18][CH2:17][CH2:16]3)(=[O:11])=[O:10])[CH:5]=[C:6]([Cl:8])[CH:7]=1.[C:31](OC(=O)C)(=[O:33])[CH3:32].[OH-].[Na+]. Product: [C:31]([N:18]1[C:19]2[C:15](=[CH:14][C:13]([N:12]([CH2:22][P:23](=[O:30])([O:24][CH2:25][CH3:26])[O:27][CH2:28][CH3:29])[S:9]([C:4]3[CH:5]=[C:6]([Cl:8])[CH:7]=[C:2]([Cl:1])[CH:3]=3)(=[O:10])=[O:11])=[CH:21][CH:20]=2)[CH2:16][CH2:17]1)(=[O:33])[CH3:32]. The catalyst class is: 4. (2) Reactant: [CH3:1][C:2]1[NH:6][CH:5]=[N:4][C:3]=1[C:7]([C:9]1[C:18]2[C:13](=[CH:14][CH:15]=[CH:16][CH:17]=2)[CH:12]=[CH:11][CH:10]=1)=[CH2:8]. Product: [CH3:1][C:2]1[NH:6][CH:5]=[N:4][C:3]=1[CH:7]([C:9]1[C:18]2[C:13](=[CH:14][CH:15]=[CH:16][CH:17]=2)[CH:12]=[CH:11][CH:10]=1)[CH3:8]. The catalyst class is: 29. (3) Reactant: C[O:2][C:3](=O)[CH2:4][CH2:5][CH2:6][CH2:7][CH2:8][S:9][C:10]1[CH:15]=[CH:14][C:13]([Cl:16])=[CH:12][CH:11]=1.[NH2:18][OH:19].[OH-].[K+].CO. Product: [OH:19][NH:18][C:3](=[O:2])[CH2:4][CH2:5][CH2:6][CH2:7][CH2:8][S:9][C:10]1[CH:15]=[CH:14][C:13]([Cl:16])=[CH:12][CH:11]=1. The catalyst class is: 1. (4) Reactant: [NH:1]1[C:9]2[C:4](=[CH:5][CH:6]=[CH:7][CH:8]=2)[C:3]([CH2:10][CH2:11][C:12]([OH:14])=O)=[CH:2]1.[NH:15]1[CH2:19][CH2:18][CH2:17][CH2:16]1.CN(C(ON1N=NC2C=CC=CC1=2)=[N+](C)C)C.[B-](F)(F)(F)F.C(N(CC)CC)C. Product: [NH:1]1[C:9]2[C:4](=[CH:5][CH:6]=[CH:7][CH:8]=2)[C:3]([CH2:10][CH2:11][C:12]([N:15]2[CH2:19][CH2:18][CH2:17][CH2:16]2)=[O:14])=[CH:2]1. The catalyst class is: 3. (5) Reactant: [N:1]1[CH:6]=[CH:5][CH:4]=[N:3][C:2]=1[N:7]1[CH2:12][CH2:11][N:10]([S:13]([NH2:16])(=[O:15])=[O:14])[CH2:9][CH2:8]1.C1(P(C2CCCCC2)C2C=CC=CC=2C2C(C(C)C)=CC(C(C)C)=CC=2C(C)C)CCCCC1.C(=O)([O-])[O-].[Cs+].[Cs+].Cl[C:58]1[CH:63]=[C:62]([O:64][CH3:65])[N:61]=[C:60]([S:66][CH2:67][C:68]2[CH:73]=[CH:72][CH:71]=[C:70]([F:74])[C:69]=2[F:75])[N:59]=1. Product: [F:75][C:69]1[C:70]([F:74])=[CH:71][CH:72]=[CH:73][C:68]=1[CH2:67][S:66][C:60]1[N:59]=[C:58]([NH:16][S:13]([N:10]2[CH2:9][CH2:8][N:7]([C:2]3[N:3]=[CH:4][CH:5]=[CH:6][N:1]=3)[CH2:12][CH2:11]2)(=[O:15])=[O:14])[CH:63]=[C:62]([O:64][CH3:65])[N:61]=1. The catalyst class is: 62. (6) Reactant: [Cl:1][C:2]1[CH:7]=[CH:6][C:5]([N+:8]([O-])=O)=[CH:4][C:3]=1[S:11][CH2:12][C:13](Cl)=C.[CH3:16]COC(C)=O.O. Product: [NH2:8][C:5]1[C:4]2[CH:16]=[C:12]([CH3:13])[S:11][C:3]=2[C:2]([Cl:1])=[CH:7][CH:6]=1. The catalyst class is: 409. (7) Reactant: [C:1]12([CH2:11][O:12][C:13]3[CH:20]=[CH:19][C:16]([C:17]#[N:18])=[CH:15][C:14]=3Br)[CH2:10][CH:5]3[CH2:6][CH:7]([CH2:9][CH:3]([CH2:4]3)[CH2:2]1)[CH2:8]2.[C:22]1(=[O:26])[CH2:25][CH2:24][CH2:23]1. Product: [C:1]12([CH2:11][O:12][C:13]3[CH:20]=[CH:19][C:16]([C:17]#[N:18])=[CH:15][C:14]=3[C:22]3([OH:26])[CH2:25][CH2:24][CH2:23]3)[CH2:10][CH:5]3[CH2:6][CH:7]([CH2:9][CH:3]([CH2:4]3)[CH2:2]1)[CH2:8]2. The catalyst class is: 7. (8) Reactant: [N:1]([CH2:4][CH2:5][NH:6]C(=O)CCCCCCCCCCCCC)=[N+:2]=[N-:3].[S:22]1[CH:26]=[CH:25][CH:24]=[C:23]1[S:27](Cl)(=[O:29])=[O:28].N(CCN)=[N+]=[N-].C(N(CC)CC)C. Product: [N:1]([CH2:4][CH2:5][NH:6][S:27]([C:23]1[S:22][CH:26]=[CH:25][CH:24]=1)(=[O:29])=[O:28])=[N+:2]=[N-:3]. The catalyst class is: 4. (9) Reactant: [F:1][C:2]([F:34])([F:33])[CH:3]([C:24]1[CH:29]=[C:28]([Cl:30])[C:27]([Cl:31])=[C:26]([Cl:32])[CH:25]=1)/[CH:4]=[CH:5]/[C:6]1[CH:23]=[CH:22][C:9]([O:10][N:11]2C(=O)C3C(=CC=CC=3)C2=O)=[CH:8][CH:7]=1.O.NN. Product: [F:34][C:2]([F:1])([F:33])[CH:3]([C:24]1[CH:25]=[C:26]([Cl:32])[C:27]([Cl:31])=[C:28]([Cl:30])[CH:29]=1)/[CH:4]=[CH:5]/[C:6]1[CH:23]=[CH:22][C:9]([O:10][NH2:11])=[CH:8][CH:7]=1. The catalyst class is: 14. (10) Reactant: [NH2:1][C:2]1[CH:7]=[CH:6][CH:5]=[CH:4][C:3]=1[SH:8].[CH3:9][C:10]1[CH:17]=[C:16]([CH3:18])[CH:15]=[C:12]([CH:13]=O)[C:11]=1[OH:19]. Product: [S:8]1[C:3]2[CH:4]=[CH:5][CH:6]=[CH:7][C:2]=2[N:1]=[C:9]1[C:10]1[CH:17]=[C:16]([CH3:18])[CH:15]=[C:12]([CH3:13])[C:11]=1[OH:19]. The catalyst class is: 12.